Dataset: Forward reaction prediction with 1.9M reactions from USPTO patents (1976-2016). Task: Predict the product of the given reaction. (1) Given the reactants [N:1]1([C:8]2[CH:9]=[CH:10][C:11]3[N:12]([C:14]([C:17]([F:20])([F:19])[F:18])=[N:15][N:16]=3)[N:13]=2)[CH2:7][CH2:6][CH2:5][NH:4][CH2:3][CH2:2]1.[CH3:21][O:22][C:23]1[CH:24]=[C:25]([CH:28]=[CH:29][CH:30]=1)[CH:26]=O, predict the reaction product. The product is: [CH3:21][O:22][C:23]1[CH:24]=[C:25]([CH2:26][N:4]2[CH2:5][CH2:6][CH2:7][N:1]([C:8]3[CH:9]=[CH:10][C:11]4[N:12]([C:14]([C:17]([F:18])([F:19])[F:20])=[N:15][N:16]=4)[N:13]=3)[CH2:2][CH2:3]2)[CH:28]=[CH:29][CH:30]=1. (2) Given the reactants [Cl:1][C:2]1[CH:7]=[C:6]([Cl:8])[CH:5]=[CH:4][C:3]=1[NH:9][C:10]1[N:14]([CH2:15][CH:16]([OH:19])[CH2:17]O)[C:13]2[C:20]([N:24]([CH2:27][CH3:28])[CH2:25][CH3:26])=[CH:21][CH:22]=[CH:23][C:12]=2[N:11]=1.CS(Cl)(=O)=O, predict the reaction product. The product is: [Cl:1][C:2]1[CH:7]=[C:6]([Cl:8])[CH:5]=[CH:4][C:3]=1[N:9]1[C:10]2=[N:11][C:12]3[CH:23]=[CH:22][CH:21]=[C:20]([N:24]([CH2:25][CH3:26])[CH2:27][CH3:28])[C:13]=3[N:14]2[CH2:15][CH:16]([OH:19])[CH2:17]1. (3) The product is: [CH2:1]([O:3][C:4](=[O:22])[CH2:5][N:6]([CH2:7][CH2:8][NH:9][S:10]([C:13]1[S:14][C:15]2[CH:21]=[CH:20][CH:19]=[CH:18][C:16]=2[N:17]=1)(=[O:12])=[O:11])[C:43](=[O:44])[CH2:42][N:37]1[CH:36]=[N:35][C:34]2[C:38]1=[N:39][CH:40]=[N:41][C:33]=2[NH:32][C:30]([O:29][CH2:28][C:27]1[CH:46]=[CH:47][C:48]([O:49][CH3:50])=[C:25]([O:24][CH3:23])[CH:26]=1)=[O:31])[CH3:2]. Given the reactants [CH2:1]([O:3][C:4](=[O:22])[CH2:5][NH:6][CH2:7][CH2:8][NH:9][S:10]([C:13]1[S:14][C:15]2[CH:21]=[CH:20][CH:19]=[CH:18][C:16]=2[N:17]=1)(=[O:12])=[O:11])[CH3:2].[CH3:23][O:24][C:25]1[CH:26]=[C:27]([CH:46]=[CH:47][C:48]=1[O:49][CH3:50])[CH2:28][O:29][C:30]([NH:32][C:33]1[N:41]=[CH:40][N:39]=[C:38]2[C:34]=1[N:35]=[CH:36][N:37]2[CH2:42][C:43](O)=[O:44])=[O:31], predict the reaction product. (4) Given the reactants [OH:1][C:2]1[CH:7]=[CH:6][C:5]([C@H:8]2[C@H:13]([O:14][Si:15]([CH:22]([CH3:24])[CH3:23])([CH:19]([CH3:21])[CH3:20])[CH:16]([CH3:18])[CH3:17])[CH2:12][NH:11][CH2:10][C@@H:9]2[OH:25])=[CH:4][CH:3]=1.C(=O)(O)[O-].[Na+].Cl[C:32]([O:34][CH2:35][C:36]1[CH:41]=[CH:40][CH:39]=[CH:38][CH:37]=1)=[O:33], predict the reaction product. The product is: [OH:25][C@@H:9]1[C@@H:8]([C:5]2[CH:6]=[CH:7][C:2]([OH:1])=[CH:3][CH:4]=2)[C@H:13]([O:14][Si:15]([CH:19]([CH3:21])[CH3:20])([CH:22]([CH3:24])[CH3:23])[CH:16]([CH3:17])[CH3:18])[CH2:12][N:11]([C:32]([O:34][CH2:35][C:36]2[CH:41]=[CH:40][CH:39]=[CH:38][CH:37]=2)=[O:33])[CH2:10]1. (5) Given the reactants CC1(C)C(C)(C)OB([C:9]2[CH:10]=[CH:11][C:12]3[O:18][CH2:17][CH2:16][NH:15][C:14](=[O:19])[C:13]=3[CH:20]=2)O1.BrC1C=CN(C)C(=O)C=1.C(=O)([O-])[O-].[Cs+].[Cs+].CCOC(C)=O, predict the reaction product. The product is: [O:18]1[C:12]2[CH:11]=[CH:10][CH:9]=[CH:20][C:13]=2[C:14](=[O:19])[NH:15][CH2:16][CH2:17]1. (6) Given the reactants [C:1]1([C:11](=O)[CH2:12][C:13]2[CH:18]=[CH:17][CH:16]=[CH:15][CH:14]=2)[C:10]2[C:5](=[CH:6][CH:7]=[CH:8][CH:9]=2)[CH:4]=[CH:3][CH:2]=1.[CH2:20]([O:22][C:23]1[CH:24]=[C:25]([CH:28]=[C:29]([N+:32]([O-:34])=[O:33])[C:30]=1[OH:31])[CH:26]=O)[CH3:21].[NH2:35][C:36]([NH2:38])=[O:37].Cl, predict the reaction product. The product is: [CH2:20]([O:22][C:23]1[CH:24]=[C:25]([CH:26]2[C:12]([C:13]3[CH:18]=[CH:17][CH:16]=[CH:15][CH:14]=3)=[C:11]([C:1]3[C:10]4[C:5](=[CH:6][CH:7]=[CH:8][CH:9]=4)[CH:4]=[CH:3][CH:2]=3)[NH:38][C:36](=[O:37])[NH:35]2)[CH:28]=[C:29]([N+:32]([O-:34])=[O:33])[C:30]=1[OH:31])[CH3:21]. (7) Given the reactants Cl[C:2]1[CH:3]=[C:4]([CH:9]=[CH:10][N:11]=1)[C:5]([O:7][CH3:8])=[O:6].C(=O)([O-])[O-].[K+].[K+].[F:18][C:19]1[CH:20]=[C:21](B2OC(C)(C)C(C)(C)O2)[CH:22]=[CH:23][C:24]=1[C:25]([F:28])([F:27])[F:26], predict the reaction product. The product is: [F:18][C:19]1[CH:20]=[C:21]([C:2]2[CH:3]=[C:4]([CH:9]=[CH:10][N:11]=2)[C:5]([O:7][CH3:8])=[O:6])[CH:22]=[CH:23][C:24]=1[C:25]([F:26])([F:27])[F:28].